From a dataset of Peptide-MHC class I binding affinity with 185,985 pairs from IEDB/IMGT. Regression. Given a peptide amino acid sequence and an MHC pseudo amino acid sequence, predict their binding affinity value. This is MHC class I binding data. (1) The peptide sequence is MGANFKAER. The MHC is HLA-A68:01 with pseudo-sequence HLA-A68:01. The binding affinity (normalized) is 0.708. (2) The peptide sequence is DVKKDLISY. The MHC is HLA-A26:01 with pseudo-sequence HLA-A26:01. The binding affinity (normalized) is 0.453.